Dataset: Catalyst prediction with 721,799 reactions and 888 catalyst types from USPTO. Task: Predict which catalyst facilitates the given reaction. (1) Reactant: Cl[C:2]1[N:7]2[N:8]=[C:9]([CH3:11])[CH:10]=[C:6]2[N:5]=[C:4]([NH:12][C:13](=[O:24])[C:14]2[CH:19]=[CH:18][C:17]([C:20]([OH:23])([CH3:22])[CH3:21])=[CH:16][CH:15]=2)[CH:3]=1.[C:25]1(B(O)O)[CH:30]=[CH:29][CH:28]=[CH:27][CH:26]=1.O1CCOCC1. Product: [OH:23][C:20]([C:17]1[CH:18]=[CH:19][C:14]([C:13]([NH:12][C:4]2[CH:3]=[C:2]([C:25]3[CH:30]=[CH:29][CH:28]=[CH:27][CH:26]=3)[N:7]3[N:8]=[C:9]([CH3:11])[CH:10]=[C:6]3[N:5]=2)=[O:24])=[CH:15][CH:16]=1)([CH3:22])[CH3:21]. The catalyst class is: 5. (2) Reactant: [F:1][C:2]1[CH:7]=[CH:6][CH:5]=[CH:4][C:3]=1[C:8]1[CH:9]=[CH:10][C:11]2[N:12]([CH:14]=[C:15]([C:17]3[CH:22]=[CH:21][C:20]([C:23]#[C:24][Si](C)(C)C)=[C:19]([N+:29]([O-:31])=[O:30])[CH:18]=3)[N:16]=2)[N:13]=1.C(=O)([O-])[O-].[Cs+].[Cs+]. Product: [C:23]([C:20]1[CH:21]=[CH:22][C:17]([C:15]2[N:16]=[C:11]3[CH:10]=[CH:9][C:8]([C:3]4[CH:4]=[CH:5][CH:6]=[CH:7][C:2]=4[F:1])=[N:13][N:12]3[CH:14]=2)=[CH:18][C:19]=1[N+:29]([O-:31])=[O:30])#[CH:24]. The catalyst class is: 47. (3) Reactant: [CH2:1]1[C:9]2[C:4](=[CH:5][CH:6]=[CH:7][CH:8]=2)[CH2:3][NH:2]1.[CH3:10][O:11][C:12]1[CH:17]=[CH:16][C:15]([N:18]=[C:19]=[O:20])=[C:14]([CH3:21])[CH:13]=1. Product: [CH3:10][O:11][C:12]1[CH:17]=[CH:16][C:15]([NH:18][C:19]([N:2]2[CH2:3][C:4]3[C:9](=[CH:8][CH:7]=[CH:6][CH:5]=3)[CH2:1]2)=[O:20])=[C:14]([CH3:21])[CH:13]=1. The catalyst class is: 12. (4) Reactant: [F:1][C:2]1[CH:7]=[C:6](F)[CH:5]=[C:4]([F:9])[C:3]=1[N+:10]([O-])=O.[CH3:13][O-:14].[Na+]. Product: [F:1][C:2]1[CH:7]=[C:6]([O:14][CH3:13])[CH:5]=[C:4]([F:9])[C:3]=1[NH2:10]. The catalyst class is: 5. (5) Reactant: Br[CH2:2][C:3]1[N:4]=[CH:5][S:6][C:7]=1[CH2:8]Br.Cl.[CH3:11][NH:12][NH:13][CH3:14].C(N(CC)CC)C. Product: [CH3:11][N:12]1[CH2:2][C:3]2[N:4]=[CH:5][S:6][C:7]=2[CH2:8][N:13]1[CH3:14]. The catalyst class is: 8. (6) Reactant: [C:1]([O:4][CH:5]1[C:9]2=[N:10][CH:11]=[C:12]([NH2:29])[C:13]([N:14]3[CH2:19][C@H:18]([CH3:20])[CH2:17][C@H:16]([NH:21][C:22]([O:24][C:25]([CH3:28])([CH3:27])[CH3:26])=[O:23])[CH2:15]3)=[C:8]2[CH2:7][CH2:6]1)(=[O:3])[CH3:2].[F:30][C:31]1[CH:36]=[C:35]([O:37][CH:38]2[CH2:43][CH2:42][CH2:41][O:40][CH2:39]2)[CH:34]=[C:33]([F:44])[C:32]=1[C:45]1[N:50]=[C:49]([C:51](O)=[O:52])[CH:48]=[CH:47][C:46]=1[F:54].CN(C(ON1N=NC2C=CC=NC1=2)=[N+](C)C)C.F[P-](F)(F)(F)(F)F.CCN(C(C)C)C(C)C. Product: [C:1]([O:4][CH:5]1[C:9]2=[N:10][CH:11]=[C:12]([NH:29][C:51]([C:49]3[CH:48]=[CH:47][C:46]([F:54])=[C:45]([C:32]4[C:31]([F:30])=[CH:36][C:35]([O:37][CH:38]5[CH2:43][CH2:42][CH2:41][O:40][CH2:39]5)=[CH:34][C:33]=4[F:44])[N:50]=3)=[O:52])[C:13]([N:14]3[CH2:19][C@H:18]([CH3:20])[CH2:17][C@H:16]([NH:21][C:22]([O:24][C:25]([CH3:28])([CH3:27])[CH3:26])=[O:23])[CH2:15]3)=[C:8]2[CH2:7][CH2:6]1)(=[O:3])[CH3:2]. The catalyst class is: 3.